Dataset: Reaction yield outcomes from USPTO patents with 853,638 reactions. Task: Predict the reaction yield, written as a fraction of the theoretical maximum amount of product (1.0 means a 100% yield; for example, 0.34 means a 34% yield). The yield is 0.910. The catalyst is C(Cl)Cl. The reactants are [F:1][C:2]1[CH:7]=[CH:6][C:5]([F:8])=[CH:4][C:3]=1[C@H:9]1[CH2:13][CH2:12][CH2:11][N:10]1[C:14]1[CH:19]=[CH:18][N:17]2[N:20]=[CH:21][C:22]([NH2:23])=[C:16]2[N:15]=1.C1N=CN([C:29]([N:31]2[CH:35]=N[CH:33]=[CH:32]2)=[O:30])C=1.N1CC[O:39][CH2:38]C1. The product is [F:1][C:2]1[CH:7]=[CH:6][C:5]([F:8])=[CH:4][C:3]=1[C@H:9]1[CH2:13][CH2:12][CH2:11][N:10]1[C:14]1[CH:19]=[CH:18][N:17]2[N:20]=[CH:21][C:22]([NH:23][C:29]([N:31]3[CH2:32][CH2:33][O:39][CH2:38][CH2:35]3)=[O:30])=[C:16]2[N:15]=1.